This data is from Reaction yield outcomes from USPTO patents with 853,638 reactions. The task is: Predict the reaction yield, written as a fraction of the theoretical maximum amount of product (1.0 means a 100% yield; for example, 0.34 means a 34% yield). The reactants are Br[C:2]1[CH:7]=[CH:6][N:5]=[C:4]([CH2:8][C:9]([NH:11][C:12]2[N:17]=[N:16][C:15]([CH2:18][CH2:19][CH2:20][CH2:21][N:22]3[CH:26]=[C:25]([C:27]([NH:29][CH3:30])=[O:28])[N:24]=[N:23]3)=[CH:14][CH:13]=2)=[O:10])[CH:3]=1.[F:31][C:32]([F:43])([F:42])[C:33]1[CH:38]=[CH:37][CH:36]=[CH:35][C:34]=1B(O)O.C([O-])([O-])=O.[Cs+].[Cs+]. The product is [CH3:30][NH:29][C:27]([C:25]1[N:24]=[N:23][N:22]([CH2:21][CH2:20][CH2:19][CH2:18][C:15]2[N:16]=[N:17][C:12]([NH:11][C:9](=[O:10])[CH2:8][C:4]3[CH:3]=[C:2]([C:34]4[CH:35]=[CH:36][CH:37]=[CH:38][C:33]=4[C:32]([F:43])([F:42])[F:31])[CH:7]=[CH:6][N:5]=3)=[CH:13][CH:14]=2)[CH:26]=1)=[O:28]. The catalyst is O1CCOCC1.O.C1C=CC([P]([Pd]([P](C2C=CC=CC=2)(C2C=CC=CC=2)C2C=CC=CC=2)([P](C2C=CC=CC=2)(C2C=CC=CC=2)C2C=CC=CC=2)[P](C2C=CC=CC=2)(C2C=CC=CC=2)C2C=CC=CC=2)(C2C=CC=CC=2)C2C=CC=CC=2)=CC=1. The yield is 0.420.